The task is: Predict the reactants needed to synthesize the given product.. This data is from Full USPTO retrosynthesis dataset with 1.9M reactions from patents (1976-2016). Given the product [C:12]([CH:16]1[CH2:20][CH2:19][N:18]([C:21]2[N:26]=[C:25]([NH:27][C:2]3[C:3]4[N:4]([CH:9]=[CH:10][N:11]=4)[N:5]=[C:6]([Cl:8])[CH:7]=3)[CH:24]=[CH:23][CH:22]=2)[CH2:17]1)([CH3:15])([CH3:13])[CH3:14], predict the reactants needed to synthesize it. The reactants are: Br[C:2]1[C:3]2[N:4]([CH:9]=[CH:10][N:11]=2)[N:5]=[C:6]([Cl:8])[CH:7]=1.[C:12]([CH:16]1[CH2:20][CH2:19][N:18]([C:21]2[N:26]=[C:25]([NH2:27])[CH:24]=[CH:23][CH:22]=2)[CH2:17]1)([CH3:15])([CH3:14])[CH3:13].C1C=CC(P(C2C(C3C(P(C4C=CC=CC=4)C4C=CC=CC=4)=CC=C4C=3C=CC=C4)=C3C(C=CC=C3)=CC=2)C2C=CC=CC=2)=CC=1.C([O-])([O-])=O.[Cs+].[Cs+].